The task is: Predict which catalyst facilitates the given reaction.. This data is from Catalyst prediction with 721,799 reactions and 888 catalyst types from USPTO. (1) Reactant: [N+:1]([C:4]1[C:5]([NH:14][S:15]([CH3:18])(=[O:17])=[O:16])=[N:6][CH:7]=[C:8]([C:10]([F:13])([F:12])[F:11])[CH:9]=1)([O-])=O.[C:19](#N)[CH3:20].C([O-])(=O)C.[NH4+]. Product: [CH2:19]([NH:1][C:4]1[C:5]([NH:14][S:15]([CH3:18])(=[O:17])=[O:16])=[N:6][CH:7]=[C:8]([C:10]([F:13])([F:12])[F:11])[CH:9]=1)[CH3:20]. The catalyst class is: 19. (2) Reactant: [C:9](O[C:9]([O:11][C:12]([CH3:15])([CH3:14])[CH3:13])=[O:10])([O:11][C:12]([CH3:15])([CH3:14])[CH3:13])=[O:10].[Br:16][C:17]1[S:21][C:20]([NH:22][C:23](=[O:29])[O:24][C:25]([CH3:28])([CH3:27])[CH3:26])=[N:19][C:18]=1[CH3:30]. Product: [C:25]([O:24][C:23]([N:22]([C:20]1[S:21][C:17]([Br:16])=[C:18]([CH3:30])[N:19]=1)[C:9]([O:11][C:12]([CH3:13])([CH3:14])[CH3:15])=[O:10])=[O:29])([CH3:28])([CH3:27])[CH3:26]. The catalyst class is: 79.